The task is: Predict the reaction yield, written as a fraction of the theoretical maximum amount of product (1.0 means a 100% yield; for example, 0.34 means a 34% yield).. This data is from Reaction yield outcomes from USPTO patents with 853,638 reactions. (1) The reactants are [NH2:1][C:2]1[CH:3]=[C:4]2[C:8](=[CH:9][CH:10]=1)[NH:7][CH:6]=[C:5]2[CH2:11][CH2:12][N:13]([CH3:15])[CH3:14].[Cl:16][C:17]1[CH:30]=[CH:29][C:20]2[S:21][C:22]([S:25](Cl)(=[O:27])=[O:26])=[C:23]([CH3:24])[C:19]=2[CH:18]=1. The catalyst is N1C=CC=CC=1. The product is [CH3:15][N:13]([CH3:14])[CH2:12][CH2:11][C:5]1[C:4]2[C:8](=[CH:9][CH:10]=[C:2]([NH:1][S:25]([C:22]3[S:21][C:20]4[CH:29]=[CH:30][C:17]([Cl:16])=[CH:18][C:19]=4[C:23]=3[CH3:24])(=[O:27])=[O:26])[CH:3]=2)[NH:7][CH:6]=1. The yield is 0.820. (2) The reactants are Br[C:2]1[CH:3]=[C:4]([O:17][CH2:18][C:19]2[C:24]([F:25])=[CH:23][CH:22]=[CH:21][C:20]=2[F:26])[C:5]2[N:6]([C:8]([C:12]([O:14][CH2:15][CH3:16])=[O:13])=[C:9]([CH3:11])[N:10]=2)[CH:7]=1.[CH:27]([B-](F)(F)F)=[CH2:28].[K+].C(N(CC)CC)C.C(OCC)(=O)C. The yield is 1.00. The product is [F:26][C:20]1[CH:21]=[CH:22][CH:23]=[C:24]([F:25])[C:19]=1[CH2:18][O:17][C:4]1[C:5]2[N:6]([C:8]([C:12]([O:14][CH2:15][CH3:16])=[O:13])=[C:9]([CH3:11])[N:10]=2)[CH:7]=[C:2]([CH:27]=[CH2:28])[CH:3]=1. The catalyst is CC(O)C. (3) The reactants are Br[C:2]1[C:3]([C:9]([O:11][CH3:12])=[O:10])=[N:4][C:5]([CH3:8])=[CH:6][CH:7]=1.[CH3:13][C:14]1[C:15]([Sn](CCCC)(CCCC)CCCC)=[N:16][CH:17]=[CH:18][CH:19]=1. The catalyst is C1(C)C=CC=CC=1.C1C=CC([P]([Pd]([P](C2C=CC=CC=2)(C2C=CC=CC=2)C2C=CC=CC=2)([P](C2C=CC=CC=2)(C2C=CC=CC=2)C2C=CC=CC=2)[P](C2C=CC=CC=2)(C2C=CC=CC=2)C2C=CC=CC=2)(C2C=CC=CC=2)C2C=CC=CC=2)=CC=1. The product is [CH3:13][C:14]1[C:15]([C:2]2[C:3]([C:9]([O:11][CH3:12])=[O:10])=[N:4][C:5]([CH3:8])=[CH:6][CH:7]=2)=[N:16][CH:17]=[CH:18][CH:19]=1. The yield is 0.180. (4) The reactants are [NH:1]1[C:9]2[CH:8]=[CH:7][CH:6]=[C:5]([C:10]([OH:12])=[O:11])[C:4]=2[CH:3]=[CH:2]1.Cl.[CH3:14]N(C)CCCN=C=NCC.CO. The catalyst is ClCCl. The product is [NH:1]1[C:9]2[CH:8]=[CH:7][CH:6]=[C:5]([C:10]([O:12][CH3:14])=[O:11])[C:4]=2[CH:3]=[CH:2]1. The yield is 0.790. (5) The reactants are [F:1][C:2]1[CH:3]=[C:4]2[C:8](=[CH:9][CH:10]=1)[N:7]([CH2:11][C:12]([O:14]C)=[O:13])[C:6]([CH3:16])=[C:5]2[CH2:17][C:18]1[CH:23]=[CH:22][C:21](=[O:24])[NH:20][N:19]=1.[F:25][C:26]([F:35])([F:34])[C:27]1([C:30]([F:33])([F:32])[F:31])[CH2:29][O:28]1. No catalyst specified. The product is [F:1][C:2]1[CH:3]=[C:4]2[C:8](=[CH:9][CH:10]=1)[N:7]([CH2:11][C:12]([OH:14])=[O:13])[C:6]([CH3:16])=[C:5]2[CH2:17][C:18]1[CH:23]=[CH:22][C:21](=[O:24])[N:20]([CH2:29][C:27]([OH:28])([C:26]([F:25])([F:34])[F:35])[C:30]([F:33])([F:32])[F:31])[N:19]=1. The yield is 0.329. (6) The reactants are [CH2:1]([CH:9]([C:15]([O:17][CH2:18][CH3:19])=[O:16])[C:10]([O:12][CH2:13][CH3:14])=[O:11])[CH2:2][CH2:3][CH2:4][CH2:5][CH2:6][CH:7]=[CH2:8].O1CCCC1.[H-].[Na+].[F:27][C:28]([F:37])([C:33]([F:36])([F:35])[F:34])[CH2:29][CH2:30][CH2:31]I. The catalyst is CCCCCC.C(OCC)(=O)C.C(OCC)(=O)C.O. The product is [CH2:1]([C:9]([CH2:31][CH2:30][CH2:29][C:28]([F:37])([F:27])[C:33]([F:36])([F:35])[F:34])([C:15]([O:17][CH2:18][CH3:19])=[O:16])[C:10]([O:12][CH2:13][CH3:14])=[O:11])[CH2:2][CH2:3][CH2:4][CH2:5][CH2:6][CH:7]=[CH2:8]. The yield is 0.850. (7) The reactants are [CH3:1][O:2][C:3]1[C:4]2[N:11]=[C:10]([N:12]=[C:13](SC)SC)[S:9][C:5]=2[N:6]=[CH:7][N:8]=1.Cl.Cl.[NH2:20][CH2:21][C@@:22]1([OH:30])[CH:27]2[CH2:28][CH2:29][N:24]([CH2:25][CH2:26]2)[CH2:23]1.C(=O)([O-])[O-].[Cs+].[Cs+].O. The catalyst is CN(C=O)C. The product is [CH3:1][O:2][C:3]1[C:4]2[N:11]=[C:10]([NH:12][C:13]3[O:30][C@:22]4([CH2:21][N:20]=3)[CH:27]3[CH2:28][CH2:29][N:24]([CH2:25][CH2:26]3)[CH2:23]4)[S:9][C:5]=2[N:6]=[CH:7][N:8]=1. The yield is 0.510. (8) The reactants are [NH2:1][C:2]1[C:3]2[C:10]([C:11](=[NH:13])[NH2:12])=[CH:9][N:8]([C@@H:14]3[O:24][C@H:23]4[C@@H:16]([O:17][Si](C(C)C)(C(C)C)O[Si](C(C)C)(C(C)C)[O:21][CH2:22]4)[C@@H:15]3[N:37]=[N+:38]=[N-:39])[C:4]=2[N:5]=[CH:6][N:7]=1.CCCC[N+](CCCC)(CCCC)CCCC.[F-]. The catalyst is C1COCC1. The product is [NH2:1][C:2]1[C:3]2[C:10]([C:11](=[NH:12])[NH2:13])=[CH:9][N:8]([C@H:14]3[C@@H:15]([N:37]=[N+:38]=[N-:39])[C@H:16]([OH:17])[C@@H:23]([CH2:22][OH:21])[O:24]3)[C:4]=2[N:5]=[CH:6][N:7]=1. The yield is 0.470. (9) The product is [C:24]([Si:21]([CH3:23])([CH3:22])[O:1][C:2]1[CH:3]=[C:4]2[C:9](=[CH:10][C:11]=1[CH3:12])[C:8](=[O:13])[CH2:7][CH2:6][C:5]2([CH3:15])[CH3:14])([CH3:27])([CH3:26])[CH3:25]. The reactants are [OH:1][C:2]1[CH:3]=[C:4]2[C:9](=[CH:10][C:11]=1[CH3:12])[C:8](=[O:13])[CH2:7][CH2:6][C:5]2([CH3:15])[CH3:14].N1C=CN=C1.[Si:21](Cl)([C:24]([CH3:27])([CH3:26])[CH3:25])([CH3:23])[CH3:22].O. The catalyst is CN(C)C=O. The yield is 0.790.